From a dataset of Reaction yield outcomes from USPTO patents with 853,638 reactions. Predict the reaction yield, written as a fraction of the theoretical maximum amount of product (1.0 means a 100% yield; for example, 0.34 means a 34% yield). (1) The catalyst is CN(C1C=CN=CC=1)C.CC#N. The reactants are Cl.[CH2:2]([NH:4][C:5]1[CH:25]=[CH:24][C:8]2[N:9]([CH2:17][CH:18]3[CH2:23][CH2:22][O:21][CH2:20][CH2:19]3)[C:10]([C:12]([O:15][CH3:16])([CH3:14])[CH3:13])=[N:11][C:7]=2[CH:6]=1)[CH3:3].[N+:26]([C:29]1[CH:34]=[CH:33][C:32]([S:35](Cl)(=[O:37])=[O:36])=[CH:31][CH:30]=1)([O-:28])=[O:27]. The yield is 0.790. The product is [CH2:2]([N:4]([C:5]1[CH:25]=[CH:24][C:8]2[N:9]([CH2:17][CH:18]3[CH2:19][CH2:20][O:21][CH2:22][CH2:23]3)[C:10]([C:12]([O:15][CH3:16])([CH3:14])[CH3:13])=[N:11][C:7]=2[CH:6]=1)[S:35]([C:32]1[CH:31]=[CH:30][C:29]([N+:26]([O-:28])=[O:27])=[CH:34][CH:33]=1)(=[O:36])=[O:37])[CH3:3]. (2) The reactants are [C:1](Cl)(=[O:11])[C:2]1[C:3](=[CH:7][CH:8]=[CH:9][CH:10]=1)[C:4](Cl)=[O:5].[OH-].[Na+].[CH3:15][C:16]([NH2:21])([CH3:20])[CH2:17][S:18][CH3:19].C1(=O)NC(=[O:28])C2=CC=CC1=C2.[Cl:33][C:34]1[C:40]([Cl:41])=[C:39]([Cl:42])[CH:38]=[CH:37][C:35]=1[NH2:36].OO.S([O-])([O-])=O.[Na+].[Na+].C(=O)([O-])O.[Na+]. The catalyst is O.C1(C)C=CC(S(O)(=O)=O)=CC=1.CCCCCCC.C(O)=O.C(Cl)(Cl)Cl. The product is [CH3:15][C:16]([NH:21][C:1]([C:2]1[C:3]([C:4]([NH:36][C:35]2[CH:37]=[CH:38][C:39]([Cl:42])=[C:40]([Cl:41])[C:34]=2[Cl:33])=[O:5])=[CH:7][CH:8]=[CH:9][CH:10]=1)=[O:11])([CH3:20])[CH2:17][S:18]([CH3:19])=[O:28]. The yield is 0.890. (3) The reactants are C1(N2C3C(=CC=CC=3)C(CCCN3CCC(C4C=C(NC(=O)C(C)C)C=CC=4)CC3)=C2C2C=CC=CC=2)C=CC=CC=1.[CH3:43][CH:44]([CH3:71])[C:45]([NH:47][C:48]1[CH:53]=[CH:52][CH:51]=[C:50]([CH:54]2[CH2:59][CH2:58][N:57]([CH2:60][CH2:61][CH2:62][C:63](=O)[C:64]3[CH:69]=[CH:68][CH:67]=[CH:66][CH:65]=3)[CH2:56][CH2:55]2)[CH:49]=1)=[O:46].[NH:72]([C:74]1[CH:79]=[CH:78][CH:77]=[CH:76][N:75]=1)[NH2:73]. No catalyst specified. The product is [CH3:43][CH:44]([CH3:71])[C:45]([NH:47][C:48]1[CH:53]=[CH:52][CH:51]=[C:50]([CH:54]2[CH2:59][CH2:58][N:57]([CH2:60][CH2:61][CH2:62]/[C:63](/[C:64]3[CH:69]=[CH:68][CH:67]=[CH:66][CH:65]=3)=[N:73]\[NH:72][C:74]3[CH:79]=[CH:78][CH:77]=[CH:76][N:75]=3)[CH2:56][CH2:55]2)[CH:49]=1)=[O:46]. The yield is 0.240. (4) The reactants are Cl.[NH2:2][C:3]1[C:4]2[C:5]3[C:6](=[N:18][N:19]([CH2:21][C:22]4[C:27]([Cl:28])=[C:26]([O:29][CH3:30])[C:25]([CH3:31])=[CH:24][N:23]=4)[N:20]=2)[CH:7]=[C:8]([CH2:13][C:14]([NH:16][CH3:17])=[O:15])[C:9]=3[CH2:10][S:11][N:12]=1. The catalyst is C(O)C. The product is [ClH:28].[NH2:2][C:3]1[C:4]2[C:5]3[C:6](=[N:18][N:19]([CH2:21][C:22]4[C:27]([Cl:28])=[C:26]([O:29][CH3:30])[C:25]([CH3:31])=[CH:24][N:23]=4)[N:20]=2)[CH:7]=[C:8]([CH2:13][C:14]([NH:16][CH3:17])=[O:15])[C:9]=3[CH2:10][S:11][N:12]=1. The yield is 0.920. (5) The reactants are [Cl-].[OH:2][NH3+:3].[C:4](=O)([O-])[OH:5].[Na+].CS(C)=[O:11].[O:13]1[CH:17]=[N:16][N:15]=[C:14]1[CH2:18][O:19][C@H:20]1[CH2:25][CH2:24][C@H:23]([N:26]2[C:31](=[O:32])[C:30]([CH2:33][C:34]3[CH:39]=[CH:38][C:37]([C:40]4[C:41]([C:46]#[N:47])=[CH:42][CH:43]=[CH:44][CH:45]=4)=[CH:36][CH:35]=3)=[C:29]([CH2:48][CH2:49][CH3:50])[N:28]3[N:51]=[CH:52][N:53]=[C:27]23)[CH2:22][CH2:21]1. The catalyst is O.C(OCC)(=O)C. The product is [O:5]=[C:4]1[O:2][N:3]=[C:46]([C:41]2[CH:42]=[CH:43][CH:44]=[CH:45][C:40]=2[C:37]2[CH:38]=[CH:39][C:34]([CH2:33][C:30]3[C:31](=[O:32])[N:26]([C@H:23]4[CH2:22][CH2:21][C@H:20]([O:19][CH2:18][C:14]5[O:13][C:17](=[O:11])[NH:16][N:15]=5)[CH2:25][CH2:24]4)[C:27]4[N:28]([N:51]=[CH:52][N:53]=4)[C:29]=3[CH2:48][CH2:49][CH3:50])=[CH:35][CH:36]=2)[NH:47]1. The yield is 0.120. (6) The reactants are O1CCCCC1[N:7]1[C:15]2[C:10](=[CH:11][C:12]([C:16]#[N:17])=[CH:13][CH:14]=2)[C:9]([C:18]2[CH:19]=[N:20][CH:21]=[CH:22][CH:23]=2)=[N:8]1. The catalyst is O1CCCC1.Cl. The product is [N:20]1[CH:21]=[CH:22][CH:23]=[C:18]([C:9]2[C:10]3[C:15](=[CH:14][CH:13]=[C:12]([C:16]#[N:17])[CH:11]=3)[NH:7][N:8]=2)[CH:19]=1. The yield is 0.645.